Regression. Given two drug SMILES strings and cell line genomic features, predict the synergy score measuring deviation from expected non-interaction effect. From a dataset of NCI-60 drug combinations with 297,098 pairs across 59 cell lines. (1) Drug 1: C1=CC(=CC=C1CCC2=CNC3=C2C(=O)NC(=N3)N)C(=O)NC(CCC(=O)O)C(=O)O. Drug 2: CN(C(=O)NC(C=O)C(C(C(CO)O)O)O)N=O. Cell line: 786-0. Synergy scores: CSS=16.6, Synergy_ZIP=-1.04, Synergy_Bliss=-2.39, Synergy_Loewe=-18.7, Synergy_HSA=-1.87. (2) Drug 1: CN1C(=O)N2C=NC(=C2N=N1)C(=O)N. Drug 2: CC1CCC2CC(C(=CC=CC=CC(CC(C(=O)C(C(C(=CC(C(=O)CC(OC(=O)C3CCCCN3C(=O)C(=O)C1(O2)O)C(C)CC4CCC(C(C4)OC)O)C)C)O)OC)C)C)C)OC. Cell line: SK-MEL-5. Synergy scores: CSS=12.7, Synergy_ZIP=-1.10, Synergy_Bliss=0.315, Synergy_Loewe=-1.78, Synergy_HSA=0.807. (3) Drug 1: CC1=C(C=C(C=C1)NC2=NC=CC(=N2)N(C)C3=CC4=NN(C(=C4C=C3)C)C)S(=O)(=O)N.Cl. Drug 2: CC1=CC=C(C=C1)C2=CC(=NN2C3=CC=C(C=C3)S(=O)(=O)N)C(F)(F)F. Cell line: EKVX. Synergy scores: CSS=2.59, Synergy_ZIP=-1.81, Synergy_Bliss=1.63, Synergy_Loewe=-1.02, Synergy_HSA=1.03. (4) Drug 1: CC=C1C(=O)NC(C(=O)OC2CC(=O)NC(C(=O)NC(CSSCCC=C2)C(=O)N1)C(C)C)C(C)C. Drug 2: CCC1(CC2CC(C3=C(CCN(C2)C1)C4=CC=CC=C4N3)(C5=C(C=C6C(=C5)C78CCN9C7C(C=CC9)(C(C(C8N6C)(C(=O)OC)O)OC(=O)C)CC)OC)C(=O)OC)O.OS(=O)(=O)O. Cell line: NCI-H226. Synergy scores: CSS=-2.48, Synergy_ZIP=3.90, Synergy_Bliss=5.58, Synergy_Loewe=-1.90, Synergy_HSA=-1.72.